From a dataset of Forward reaction prediction with 1.9M reactions from USPTO patents (1976-2016). Predict the product of the given reaction. (1) Given the reactants C[O:2][C:3]1[CH:25]=[CH:24][C:6]2[C:7]([CH2:18][CH2:19][CH2:20][CH2:21][CH2:22][OH:23])=[C:8]([C:12]3[CH:13]=[N:14][CH:15]=[CH:16][CH:17]=3)[CH2:9][CH2:10][CH2:11][C:5]=2[CH:4]=1.C[S-].[Na+].C(OC(C)C)(C)C, predict the reaction product. The product is: [OH:23][CH2:22][CH2:21][CH2:20][CH2:19][CH2:18][C:7]1[C:6]2[CH:24]=[CH:25][C:3]([OH:2])=[CH:4][C:5]=2[CH2:11][CH2:10][CH2:9][C:8]=1[C:12]1[CH:13]=[N:14][CH:15]=[CH:16][CH:17]=1. (2) Given the reactants [Br:1][C:2]1[CH:16]=[C:15]2[C:5]([CH2:6][C:7]([CH3:18])([CH3:17])[CH2:8][C:9]32[CH2:13][O:12][C:11]([NH2:14])=[N:10]3)=[CH:4][CH:3]=1.[CH3:19][C:20]([O:23][C:24](O[C:24]([O:23][C:20]([CH3:22])([CH3:21])[CH3:19])=[O:25])=[O:25])([CH3:22])[CH3:21], predict the reaction product. The product is: [Br:1][C:2]1[CH:16]=[C:15]2[C:5]([CH2:6][C:7]([CH3:18])([CH3:17])[CH2:8][C:9]32[CH2:13][O:12][C:11]([NH:14][C:24](=[O:25])[O:23][C:20]([CH3:22])([CH3:21])[CH3:19])=[N:10]3)=[CH:4][CH:3]=1.